Dataset: Full USPTO retrosynthesis dataset with 1.9M reactions from patents (1976-2016). Task: Predict the reactants needed to synthesize the given product. (1) The reactants are: [Cl:1][C:2]1[CH:24]=[CH:23][CH:22]=[C:21]([C:25]([F:28])([F:27])[F:26])[C:3]=1[C:4]([N:6]1[C:14]2[C:9](=[C:10]([F:15])[CH:11]=[CH:12][CH:13]=2)[C:8]([C:16]([O:18]CC)=[O:17])=[N:7]1)=[O:5].O[Li].O.Cl. Given the product [Cl:1][C:2]1[CH:24]=[CH:23][CH:22]=[C:21]([C:25]([F:26])([F:28])[F:27])[C:3]=1[C:4]([N:6]1[C:14]2[C:9](=[C:10]([F:15])[CH:11]=[CH:12][CH:13]=2)[C:8]([C:16]([OH:18])=[O:17])=[N:7]1)=[O:5], predict the reactants needed to synthesize it. (2) The reactants are: [S:1]1[CH:5]=[CH:4][CH:3]=[C:2]1[CH:6]=[CH:7][C:8]([OH:10])=[O:9]. Given the product [S:1]1[CH:5]=[CH:4][CH:3]=[C:2]1[CH2:6][CH2:7][C:8]([OH:10])=[O:9], predict the reactants needed to synthesize it. (3) The reactants are: [I:1][C:2]1[CH:3]=[CH:4][C:5]2[NH:6][C:7]3[C:12]([C:13]=2[CH:14]=1)=[CH:11][CH:10]=[CH:9][CH:8]=3.[C:15](Cl)(=[O:17])[CH3:16].O. Given the product [C:15]([N:6]1[C:5]2[CH:4]=[CH:3][C:2]([I:1])=[CH:14][C:13]=2[C:12]2[C:7]1=[CH:8][CH:9]=[CH:10][CH:11]=2)(=[O:17])[CH3:16], predict the reactants needed to synthesize it. (4) Given the product [Br:1][C:2]1[CH:3]=[C:4]([C:8]2([C:27]3[CH:32]=[CH:31][N:30]=[C:29]([CH3:33])[CH:28]=3)[C:16]3[C:17](=[C:18]([F:23])[CH:19]=[C:20]([Cl:22])[CH:21]=3)[C:24]([NH2:25])=[N:9]2)[CH:5]=[CH:6][CH:7]=1, predict the reactants needed to synthesize it. The reactants are: [Br:1][C:2]1[CH:3]=[C:4]([C:8]([C:16]2[CH:21]=[C:20]([Cl:22])[CH:19]=[C:18]([F:23])[C:17]=2[C:24]#[N:25])=[N:9]S(C(C)(C)C)=O)[CH:5]=[CH:6][CH:7]=1.Br[C:27]1[CH:32]=[CH:31][N:30]=[C:29]([CH3:33])[CH:28]=1.